This data is from Catalyst prediction with 721,799 reactions and 888 catalyst types from USPTO. The task is: Predict which catalyst facilitates the given reaction. (1) Reactant: [OH:1][C:2]1[C:3]2[O:16][N:15]=[C:14]([C:17]3[CH:22]=[CH:21][CH:20]=[CH:19][CH:18]=3)[C:4]=2[C:5]([I:13])=[N:6][C:7]=1[C:8]([O:10][CH2:11][CH3:12])=[O:9].Cl[CH2:24][C:25]1[C:26]2[C:31]([CH:32]=[C:33]3[C:38]=1[CH:37]=[CH:36][CH:35]=[CH:34]3)=[CH:30][CH:29]=[CH:28][CH:27]=2.C1OCCOCCOCCOCCOCCOC1.C([O-])([O-])=O.[K+].[K+]. Product: [CH:27]1[C:26]2[C:31](=[CH:32][C:33]3[C:38]([C:25]=2[CH2:24][O:1][C:2]2[C:3]4[O:16][N:15]=[C:14]([C:17]5[CH:22]=[CH:21][CH:20]=[CH:19][CH:18]=5)[C:4]=4[C:5]([I:13])=[N:6][C:7]=2[C:8]([O:10][CH2:11][CH3:12])=[O:9])=[CH:37][CH:36]=[CH:35][CH:34]=3)[CH:30]=[CH:29][CH:28]=1. The catalyst class is: 329. (2) Reactant: [F:1][C:2]1[CH:7]=[CH:6][C:5]([C:8]#[CH:9])=[CH:4][CH:3]=1.[CH:10]([C@@H:12]1[N:16]([CH3:17])[C:15](=[O:18])[CH2:14][C@@H:13]1[C:19]1[CH:24]=[CH:23][CH:22]=[CH:21][CH:20]=1)=[O:11].N1C=CC=CC=1. Product: [F:1][C:2]1[CH:7]=[CH:6][C:5]([C:8]#[C:9][C@H:10]([C@@H:12]2[N:16]([CH3:17])[C:15](=[O:18])[CH2:14][C@@H:13]2[C:19]2[CH:24]=[CH:23][CH:22]=[CH:21][CH:20]=2)[OH:11])=[CH:4][CH:3]=1. The catalyst class is: 45. (3) Reactant: [C:1]([O:5][C:6]([N:8]1[C@H:12]([CH2:13][C:14]2[CH:19]=[CH:18][C:17]([C:20]3[CH:25]=[CH:24][CH:23]=[CH:22][CH:21]=3)=[CH:16][CH:15]=2)[CH2:11]/[C:10](=[CH:26]\N(C(C)C)C(C)C)/[C:9]1=[O:34])=[O:7])([CH3:4])([CH3:3])[CH3:2]. Product: [C:1]([O:5][C:6]([N:8]1[C@H:12]([CH2:13][C:14]2[CH:15]=[CH:16][C:17]([C:20]3[CH:21]=[CH:22][CH:23]=[CH:24][CH:25]=3)=[CH:18][CH:19]=2)[CH2:11][C@@H:10]([CH3:26])[C:9]1=[O:34])=[O:7])([CH3:4])([CH3:2])[CH3:3].[C:1]([O:5][C:6]([N:8]1[C@H:12]([CH2:13][C:14]2[CH:15]=[CH:16][C:17]([C:20]3[CH:21]=[CH:22][CH:23]=[CH:24][CH:25]=3)=[CH:18][CH:19]=2)[CH2:11][C@H:10]([CH3:26])[C:9]1=[O:34])=[O:7])([CH3:4])([CH3:2])[CH3:3]. The catalyst class is: 78. (4) Reactant: C([N:8]1[CH2:12][C@@H:11]([O:13][Si:14]([C:17]([CH3:20])([CH3:19])[CH3:18])([CH3:16])[CH3:15])[C@H:10]([O:21][Si:22]([C:25]([CH3:28])([CH3:27])[CH3:26])([CH3:24])[CH3:23])[CH2:9]1)C1C=CC=CC=1. The catalyst class is: 105. Product: [Si:14]([O:13][C@H:11]1[C@H:10]([O:21][Si:22]([C:25]([CH3:28])([CH3:27])[CH3:26])([CH3:23])[CH3:24])[CH2:9][NH:8][CH2:12]1)([C:17]([CH3:20])([CH3:19])[CH3:18])([CH3:16])[CH3:15]. (5) Reactant: [NH:1]1C2C=CC=CC=2C=CC=N1.[CH:12]1[CH:13]=[CH:14][C:15]([Cl:33])=[C:16]([C:18]2[C:25]3[CH:26]=[C:27]([N+:30]([O-:32])=[O:31])[CH:28]=[CH:29][C:24]=3[NH:23][C:21](=[O:22])[CH2:20][N:19]=2)[CH:17]=1.ClC1C=CC=CC=1C(C1C=CC=CC=1[N+]([O-])=O)=O.ClC1C=CC=CC=1C(C1C=CC=CC=1N)=O.[H][H].[Br:70][CH2:71][C:72](Br)=[O:73]. The catalyst class is: 181. Product: [CH:12]1[CH:13]=[CH:14][C:15]([Cl:33])=[C:16]([C:18]2[C:25]3[CH:26]=[C:27]([N+:30]([O-:32])=[O:31])[CH:28]=[CH:29][C:24]=3[NH:23][C:21](=[O:22])[CH2:20][N:19]=2)[CH:17]=1.[Br:70][CH2:71][C:72]([NH2:1])=[O:73].